This data is from Full USPTO retrosynthesis dataset with 1.9M reactions from patents (1976-2016). The task is: Predict the reactants needed to synthesize the given product. (1) Given the product [C:11]([C:7]1[CH:8]=[C:9]([CH:10]=[C:5]([C:1]([CH3:4])([CH3:3])[CH3:2])[C:6]=1[OH:15])[CH:16]=[O:26])([CH3:14])([CH3:13])[CH3:12], predict the reactants needed to synthesize it. The reactants are: [C:1]([C:5]1[CH:10]=[CH:9][CH:8]=[C:7]([C:11]([CH3:14])([CH3:13])[CH3:12])[C:6]=1[OH:15])([CH3:4])([CH3:3])[CH3:2].[CH2:16]1N2CN3CN(C2)CN1C3.[OH2:26]. (2) Given the product [CH3:18][C:17]1[CH:16]=[CH:15][C:10]([C:11]([O:13][CH3:14])=[O:12])=[CH:9][C:8]=1[C:20]1[NH:24][C:23]([C:25]2([CH3:29])[CH2:28][O:27][CH2:26]2)=[N:22][C:21]=1[CH3:30], predict the reactants needed to synthesize it. The reactants are: CC1NC([C:8]2[CH:9]=[C:10]([CH:15]=[CH:16][C:17]=2[CH3:18])[C:11]([O:13][CH3:14])=[O:12])=C(C)N=1.I[C:20]1[NH:24][C:23]([C:25]2([CH3:29])[CH2:28][O:27][CH2:26]2)=[N:22][C:21]=1[CH3:30].IC1NC(C)=NC=1C. (3) Given the product [CH3:1][C:2]1([CH3:34])[CH2:11][CH2:10][C:9]([CH3:12])([CH3:13])[C:8]2[CH:7]=[C:6]([O:14][CH2:15][CH2:16][O:17][C:18]3[CH:19]=[CH:20][C:21]([CH2:22][CH:23]([C:24]([OH:26])=[O:25])[C:28]([OH:30])=[O:29])=[CH:32][CH:33]=3)[CH:5]=[CH:4][C:3]1=2, predict the reactants needed to synthesize it. The reactants are: [CH3:1][C:2]1([CH3:34])[CH2:11][CH2:10][C:9]([CH3:13])([CH3:12])[C:8]2[CH:7]=[C:6]([O:14][CH2:15][CH2:16][O:17][C:18]3[CH:33]=[CH:32][C:21]([CH2:22][CH:23]([C:28]([O:30]C)=[O:29])[C:24]([O:26]C)=[O:25])=[CH:20][CH:19]=3)[CH:5]=[CH:4][C:3]1=2.[OH-].[Na+]. (4) The reactants are: [C:1]([Mg]Br)#[C:2][CH3:3].[CH3:6][C:7]([CH3:27])([CH3:26])[CH2:8][C:9](=[O:25])[C:10]([NH:12][C:13]1[CH:14]=[CH:15][C:16]2[C:21](=[O:22])[O:20][N:19]=[C:18]([CH3:23])[C:17]=2[CH:24]=1)=[O:11]. Given the product [CH3:6][C:7]([CH3:27])([CH3:26])[CH2:8][C:9]([OH:25])([C:1]#[C:2][CH3:3])[C:10]([NH:12][C:13]1[CH:14]=[CH:15][C:16]2[C:21](=[O:22])[O:20][N:19]=[C:18]([CH3:23])[C:17]=2[CH:24]=1)=[O:11], predict the reactants needed to synthesize it. (5) Given the product [Br:1][C:2]1[C:3]([Cl:12])=[C:4]([CH:8]=[C:9]([Br:11])[CH:10]=1)[C:5]([O:7][CH3:15])=[O:6], predict the reactants needed to synthesize it. The reactants are: [Br:1][C:2]1[C:3]([Cl:12])=[C:4]([CH:8]=[C:9]([Br:11])[CH:10]=1)[C:5]([OH:7])=[O:6].[N+](=[CH2:15])=[N-].